From a dataset of Full USPTO retrosynthesis dataset with 1.9M reactions from patents (1976-2016). Predict the reactants needed to synthesize the given product. (1) The reactants are: [CH3:1][C:2]1[CH:3]=[C:4]([NH:8][CH:9]=[CH:10][CH:11]=[C:12]([C:18]([O:20]CC)=[O:19])[C:13](OCC)=[O:14])[CH:5]=[CH:6][CH:7]=1. Given the product [CH3:1][C:2]1[CH:3]=[C:4]([N:8]2[CH:9]=[CH:10][CH:11]=[C:12]([C:18]([OH:20])=[O:19])[C:13]2=[O:14])[CH:5]=[CH:6][CH:7]=1, predict the reactants needed to synthesize it. (2) The reactants are: Cl.[N+:2]([C:5]1[CH:10]=[CH:9][C:8]([CH2:11][CH2:12][N:13]2[CH2:18][CH2:17][NH:16][CH2:15][CH2:14]2)=[CH:7][CH:6]=1)([O-:4])=[O:3].Br[CH2:20][CH2:21][C:22]1[CH:27]=[CH:26][C:25]([N+:28]([O-:30])=[O:29])=[CH:24][CH:23]=1. Given the product [N+:2]([C:5]1[CH:10]=[CH:9][C:8]([CH2:11][CH2:12][N:13]2[CH2:14][CH2:15][N:16]([CH2:20][CH2:21][C:22]3[CH:23]=[CH:24][C:25]([N+:28]([O-:30])=[O:29])=[CH:26][CH:27]=3)[CH2:17][CH2:18]2)=[CH:7][CH:6]=1)([O-:4])=[O:3], predict the reactants needed to synthesize it. (3) Given the product [CH2:40]1[CH2:39][O:38][C:37]23[O:42][CH2:43][CH2:30][O:31][C:32]2([C@:33]2([CH2:56][CH2:55][C@H:54]4[C@@H:44]([CH2:45][C@H:46]([CH:57]=[CH2:1])[CH:47]5[C@:52]4([CH3:53])[CH2:51][CH2:50][CH2:49][CH2:48]5)[C@@H:35]2[CH2:36]3)[CH3:34])[O:41]1, predict the reactants needed to synthesize it. The reactants are: [CH2:1]1COC23OCCOC2([C@]2(CC[C@H]4[C@@H](C[C@H](C=O)C5[C@]4(C)CCCC5)[C@@H]2C3)C)O1.[CH2:30]1[CH2:43][O:42][C:37]23[O:38][CH2:39][CH2:40][O:41][C:32]2([C@:33]2([CH2:56][CH2:55][C@H:54]4[C@@H:44]([CH2:45][C:46](=[CH2:57])[CH:47]5[C@:52]4([CH3:53])[CH2:51][CH2:50][CH2:49][CH2:48]5)[C@@H:35]2[CH2:36]3)[CH3:34])[O:31]1. (4) Given the product [O:18]=[C:9]1[C:10]2[C:15](=[CH:14][CH:13]=[CH:12][CH:11]=2)[C:16](=[O:17])[N:8]1[CH2:7][CH2:6][CH:2]=[O:1], predict the reactants needed to synthesize it. The reactants are: [O:1]1CCO[CH:2]1[CH2:6][CH2:7][N:8]1[C:16](=[O:17])[C:15]2[C:10](=[CH:11][CH:12]=[CH:13][CH:14]=2)[C:9]1=[O:18].Cl. (5) Given the product [CH2:1]([O:3][C:4](=[O:18])/[C:5](/[OH:17])=[CH:6]/[C:7]1[C:12]([N+:13]([O-:15])=[O:14])=[CH:11][N:10]=[C:9]([N:27]2[CH2:28][CH2:29][N:24]([CH:19]3[CH2:23][CH2:22][CH2:21][CH2:20]3)[CH2:25][CH2:26]2)[CH:8]=1)[CH3:2], predict the reactants needed to synthesize it. The reactants are: [CH2:1]([O:3][C:4](=[O:18])/[C:5](/[OH:17])=[CH:6]/[C:7]1[C:12]([N+:13]([O-:15])=[O:14])=[CH:11][N:10]=[C:9](Cl)[CH:8]=1)[CH3:2].[CH:19]1([N:24]2[CH2:29][CH2:28][NH:27][CH2:26][CH2:25]2)[CH2:23][CH2:22][CH2:21][CH2:20]1. (6) Given the product [NH2:27][C:5]([CH2:8][N:9]1[CH2:18][CH2:17][C:16]2[C:11](=[CH:12][CH:13]=[C:14]([CH2:19][CH2:20][CH2:21][CH2:22][CH2:23][CH2:24][CH2:25][CH3:26])[CH:15]=2)[CH2:10]1)([CH2:6][OH:7])[CH2:4][OH:3], predict the reactants needed to synthesize it. The reactants are: CC1(C)[O:7][CH2:6][C:5]([NH:27]C(=O)OC(C)(C)C)([CH2:8][N:9]2[CH2:18][CH2:17][C:16]3[C:11](=[CH:12][CH:13]=[C:14]([CH2:19][CH2:20][CH2:21][CH2:22][CH2:23][CH2:24][CH2:25][CH3:26])[CH:15]=3)[CH2:10]2)[CH2:4][O:3]1.CC1(C)OCC(NC(=O)OC(C)(C)C)(CN2CC3C(=CC=C(CCCCCCCC)C=3)C2)CO1. (7) Given the product [Cl:26][CH2:13][N:11]1[C:10](=[O:15])[N:9]([CH:16]2[CH2:18][CH2:17]2)[C:8]([C:5]2[CH:6]=[CH:7][C:2]([Cl:1])=[CH:3][CH:4]=2)=[N:12]1, predict the reactants needed to synthesize it. The reactants are: [Cl:1][C:2]1[CH:7]=[CH:6][C:5]([C:8]2[N:9]([CH:16]3[CH2:18][CH2:17]3)[C:10](=[O:15])[N:11]([CH2:13]O)[N:12]=2)=[CH:4][CH:3]=1.CN(C=O)C.S(Cl)([Cl:26])=O.C(=O)(O)[O-].[Na+]. (8) Given the product [CH3:1][C:2]([S@:5]([NH:7][CH:8]([CH:10]1[CH2:15][CH2:14][O:13][CH2:12][CH2:11]1)[CH3:9])=[O:6])([CH3:3])[CH3:4], predict the reactants needed to synthesize it. The reactants are: [CH3:1][C:2]([S@:5](/[N:7]=[C:8](/[CH:10]1[CH2:15][CH2:14][O:13][CH2:12][CH2:11]1)\[CH3:9])=[O:6])([CH3:4])[CH3:3].CO.[BH4-].[Na+].